This data is from Catalyst prediction with 721,799 reactions and 888 catalyst types from USPTO. The task is: Predict which catalyst facilitates the given reaction. (1) Reactant: [CH3:1][O:2][CH2:3][C:4]([NH:6][C:7]1[CH:8]=[C:9]2[C:13](=[CH:14][CH:15]=1)[CH2:12][CH2:11][CH2:10]2)=[O:5].C(O)(=O)C.[Br:20]Br. Product: [CH3:1][O:2][CH2:3][C:4]([NH:6][C:7]1[CH:8]=[C:9]2[C:13](=[CH:14][C:15]=1[Br:20])[CH2:12][CH2:11][CH2:10]2)=[O:5]. The catalyst class is: 6. (2) Reactant: [CH3:1][C:2]1([CH3:10])[O:7][C:6](=[O:8])[CH2:5][C:4](=[O:9])[O:3]1.CCN=C=NCCCN(C)C.Cl.[F:23][C:24]1[CH:32]=[CH:31][C:27]([C:28](O)=[O:29])=[CH:26][CH:25]=1. Product: [F:23][C:24]1[CH:32]=[CH:31][C:27]([C:28]([CH:5]2[C:6](=[O:8])[O:7][C:2]([CH3:10])([CH3:1])[O:3][C:4]2=[O:9])=[O:29])=[CH:26][CH:25]=1. The catalyst class is: 119. (3) Reactant: [CH3:1][O:2][C:3]1[CH:9]=[CH:8][C:6]([NH2:7])=[CH:5][CH:4]=1.[N:10]1[CH:15]=[CH:14][C:13]([CH:16]=O)=[CH:12][CH:11]=1.C(=O)([O-])[O-].[K+].[K+].S([CH2:34][N+:35]#[C-:36])(C1C=CC(C)=CC=1)(=O)=O. Product: [CH3:1][O:2][C:3]1[CH:9]=[CH:8][C:6]([N:7]2[C:16]([C:13]3[CH:14]=[CH:15][N:10]=[CH:11][CH:12]=3)=[CH:36][N:35]=[CH:34]2)=[CH:5][CH:4]=1. The catalyst class is: 224.